From a dataset of Forward reaction prediction with 1.9M reactions from USPTO patents (1976-2016). Predict the product of the given reaction. (1) Given the reactants [Cl:1][C:2]1[N:7]=[C:6](Cl)[CH:5]=[CH:4][N:3]=1.[CH3:9][O-:10].[Na+].O, predict the reaction product. The product is: [Cl:1][C:2]1[N:7]=[C:6]([O:10][CH3:9])[CH:5]=[CH:4][N:3]=1. (2) Given the reactants C(OC([N:8]1[CH2:13][CH2:12][N:11]([S:14]([C:17]2[CH:22]=[CH:21][CH:20]=[CH:19][C:18]=2[F:23])(=[O:16])=[O:15])[CH2:10][CH2:9]1)=O)(C)(C)C.[ClH:24], predict the reaction product. The product is: [ClH:24].[F:23][C:18]1[CH:19]=[CH:20][CH:21]=[CH:22][C:17]=1[S:14]([N:11]1[CH2:12][CH2:13][NH:8][CH2:9][CH2:10]1)(=[O:15])=[O:16]. (3) The product is: [Cl:1][C:2]1[N:10]=[C:9]2[C:5]([N:6]=[CH:7][N:8]2[CH:11]2[CH2:16][CH2:15][CH2:14][CH2:13][O:12]2)=[C:4]([N:18]2[CH2:23][CH2:22][O:21][CH2:20][CH2:19]2)[N:3]=1. Given the reactants [Cl:1][C:2]1[N:10]=[C:9]2[C:5]([N:6]=[CH:7][N:8]2[CH:11]2[CH2:16][CH2:15][CH2:14][CH2:13][O:12]2)=[C:4](Cl)[N:3]=1.[NH:18]1[CH2:23][CH2:22][O:21][CH2:20][CH2:19]1, predict the reaction product. (4) The product is: [CH3:24][S:25]([O:1][CH2:2][CH2:3][CH2:4][CH2:5][NH:6][C:7]([O:8][CH2:9][C:10]1[CH:11]=[CH:12][CH:13]=[CH:14][CH:15]=1)=[O:16])(=[O:27])=[O:26]. Given the reactants [OH:1][CH2:2][CH2:3][CH2:4][CH2:5][NH:6][C:7](=[O:16])[O:8][CH2:9][C:10]1[CH:15]=[CH:14][CH:13]=[CH:12][CH:11]=1.C(N(CC)CC)C.[CH3:24][S:25](Cl)(=[O:27])=[O:26], predict the reaction product. (5) Given the reactants [Cl:1][C:2]1[CH:10]=[C:9]2[C:5]([C:6]([C:11]([N:13]3[CH2:18][CH2:17][CH:16]([C:19]4[C:27]5[O:26][CH2:25][CH2:24][C:23]=5[CH:22]=[CH:21][CH:20]=4)[CH2:15][CH2:14]3)=[O:12])=[CH:7][NH:8]2)=[CH:4][CH:3]=1.Cl[CH2:29][CH2:30][NH:31][CH3:32], predict the reaction product. The product is: [Cl:1][C:2]1[CH:10]=[C:9]2[C:5]([C:6]([C:11]([N:13]3[CH2:14][CH2:15][CH:16]([C:19]4[C:27]5[O:26][CH2:25][CH2:24][C:23]=5[CH:22]=[CH:21][CH:20]=4)[CH2:17][CH2:18]3)=[O:12])=[CH:7][N:8]2[CH2:29][CH2:30][NH:31][CH3:32])=[CH:4][CH:3]=1. (6) Given the reactants [CH3:1][N:2]1[CH2:17][CH2:16][C:5]2[C:6]3[NH:7][C:8](=[O:15])[C:9](=[O:14])[NH:10][C:11]=3[CH:12]=[CH:13][C:4]=2[CH2:3]1.[N+:18]([O-])([O-:20])=[O:19].[K+].[OH-].[NH4+].[S:25](=[O:29])(=O)([OH:27])[OH:26], predict the reaction product. The product is: [CH3:1][S:25]([OH:27])(=[O:29])=[O:26].[CH3:1][N:2]1[CH2:17][CH2:16][C:5]2[C:6]3[NH:7][C:8](=[O:15])[C:9](=[O:14])[NH:10][C:11]=3[CH:12]=[C:13]([N+:18]([O-:20])=[O:19])[C:4]=2[CH2:3]1. (7) Given the reactants [C:1]([O:5][C:6]([N:8]1[CH2:13][CH2:12][N:11]([C:14]2[CH:19]=[CH:18][C:17]([O:20][CH2:21][CH2:22][CH2:23]Cl)=[CH:16][CH:15]=2)[CH2:10][CH2:9]1)=[O:7])([CH3:4])([CH3:3])[CH3:2].C(=O)([O-])[O-].[K+].[K+].[I-].[K+].[CH3:33][CH:34]1[CH2:39][CH2:38][CH2:37][CH2:36][NH:35]1, predict the reaction product. The product is: [CH3:33][CH:34]1[CH2:39][CH2:38][CH2:37][CH2:36][N:35]1[CH2:23][CH2:22][CH2:21][O:20][C:17]1[CH:18]=[CH:19][C:14]([N:11]2[CH2:12][CH2:13][N:8]([C:6]([O:5][C:1]([CH3:4])([CH3:3])[CH3:2])=[O:7])[CH2:9][CH2:10]2)=[CH:15][CH:16]=1. (8) Given the reactants [CH3:1][O:2][C:3]([C:5]1[C:14]([OH:15])=[C:13]2[C:8]([CH:9]=[CH:10][CH:11]=[N:12]2)=[C:7]([I:16])[N:6]=1)=[O:4].C(=O)([O-])[O-].[Cs+].[Cs+].[C:23](O[C:23](=[O:30])[C:24]1[CH:29]=[CH:28][CH:27]=[CH:26][CH:25]=1)(=[O:30])[C:24]1[CH:29]=[CH:28][CH:27]=[CH:26][CH:25]=1, predict the reaction product. The product is: [CH3:1][O:2][C:3]([C:5]1[C:14]([O:15][C:23]([C:24]2[CH:29]=[CH:28][CH:27]=[CH:26][CH:25]=2)=[O:30])=[C:13]2[C:8]([CH:9]=[CH:10][CH:11]=[N:12]2)=[C:7]([I:16])[N:6]=1)=[O:4]. (9) Given the reactants [CH3:1][O:2][C:3]1[N:4]=[N:5][C:6]([CH2:11][O:12][CH:13]2[CH2:18][CH2:17][CH2:16][CH2:15][O:14]2)=[CH:7][C:8]=1[CH2:9]O.[Cl:19][C:20]1[CH:21]=[C:22]([CH:25]=[C:26]([O:28][C:29]2[C:34](=[O:35])[NH:33][CH:32]=[N:31][C:30]=2[C:36]([F:39])([F:38])[F:37])[CH:27]=1)[C:23]#[N:24].C1C=CC(P(C2C=CC=CC=2)C2C=CC=CC=2)=CC=1.CCOC(/N=N/C(OCC)=O)=O, predict the reaction product. The product is: [Cl:19][C:20]1[CH:21]=[C:22]([CH:25]=[C:26]([O:28][C:29]2[C:34](=[O:35])[N:33]([CH2:9][C:8]3[CH:7]=[C:6]([CH2:11][O:12][CH:13]4[CH2:18][CH2:17][CH2:16][CH2:15][O:14]4)[N:5]=[N:4][C:3]=3[O:2][CH3:1])[CH:32]=[N:31][C:30]=2[C:36]([F:37])([F:38])[F:39])[CH:27]=1)[C:23]#[N:24]. (10) Given the reactants Br[C:2]([CH3:15])([CH3:14])[C:3]([NH:5][C:6]1[CH:11]=[CH:10][CH:9]=[C:8]([Br:12])[C:7]=1[OH:13])=[O:4].C([O-])([O-])=O.[K+].[K+].O.C(OCC)(=O)C, predict the reaction product. The product is: [Br:12][C:8]1[C:7]2[O:13][C:2]([CH3:15])([CH3:14])[C:3](=[O:4])[NH:5][C:6]=2[CH:11]=[CH:10][CH:9]=1.